Dataset: Reaction yield outcomes from USPTO patents with 853,638 reactions. Task: Predict the reaction yield, written as a fraction of the theoretical maximum amount of product (1.0 means a 100% yield; for example, 0.34 means a 34% yield). (1) The reactants are [Cl:1][C:2]1[CH:19]=[C:18]([CH:20]=[CH2:21])[CH:17]=[CH:16][C:3]=1[CH2:4][N:5]1[C:13](=[O:14])[C:12]2[C:7](=[CH:8][CH:9]=[CH:10][CH:11]=2)[C:6]1=[O:15].Br[CH:23]([C:28]1[CH:33]=[C:32]([Cl:34])[CH:31]=[C:30]([Cl:35])[CH:29]=1)[C:24]([F:27])([F:26])[F:25].N1C=CC=CC=1C1C=CC=CN=1. The catalyst is ClC1C=CC=CC=1Cl.Cl[Cu]. The product is [Cl:1][C:2]1[CH:19]=[C:18](/[CH:20]=[CH:21]/[CH:23]([C:28]2[CH:29]=[C:30]([Cl:35])[CH:31]=[C:32]([Cl:34])[CH:33]=2)[C:24]([F:27])([F:26])[F:25])[CH:17]=[CH:16][C:3]=1[CH2:4][N:5]1[C:13](=[O:14])[C:12]2[C:7](=[CH:8][CH:9]=[CH:10][CH:11]=2)[C:6]1=[O:15]. The yield is 0.500. (2) The reactants are [Br:1][C:2]1[N:7]=[C:6]([CH:8]=[O:9])[C:5]([Cl:10])=[CH:4][CH:3]=1.[CH3:11][Mg]Br.[Cl-].[NH4+]. The catalyst is C1COCC1. The product is [Br:1][C:2]1[N:7]=[C:6]([CH:8]([OH:9])[CH3:11])[C:5]([Cl:10])=[CH:4][CH:3]=1. The yield is 0.780. (3) The reactants are Br[C:2]1[O:6][C:5]([C:7]2[C:12]([F:13])=[CH:11][CH:10]=[CH:9][C:8]=2[F:14])=[N:4][C:3]=1[C:15]([NH2:17])=[O:16].[OH:18][C:19]1[CH:24]=[CH:23][C:22](B(O)O)=[CH:21][CH:20]=1.C([O-])([O-])=O.[Na+].[Na+]. The catalyst is CC#N.CCOC(C)=O.[Pd](Cl)Cl.C1(P(C2C=CC=CC=2)[C-]2C=CC=C2)C=CC=CC=1.[C-]1(P(C2C=CC=CC=2)C2C=CC=CC=2)C=CC=C1.[Fe+2]. The product is [F:14][C:8]1[CH:9]=[CH:10][CH:11]=[C:12]([F:13])[C:7]=1[C:5]1[O:6][C:2]([C:22]2[CH:23]=[CH:24][C:19]([OH:18])=[CH:20][CH:21]=2)=[C:3]([C:15]([NH2:17])=[O:16])[N:4]=1. The yield is 0.800. (4) The reactants are Cl[C:2]1[N:3]=[C:4]([OH:18])[C:5]2[CH:11]=[CH:10][N:9]=[C:8]([C:12]3[N:13]=[CH:14][N:15]([CH3:17])[CH:16]=3)[C:6]=2[N:7]=1.[CH2:19]([OH:22])[CH2:20][OH:21]. No catalyst specified. The product is [OH:21][CH2:20][CH2:19][O:22][C:2]1[N:3]=[C:4]([OH:18])[C:5]2[CH:11]=[CH:10][N:9]=[C:8]([C:12]3[N:13]=[CH:14][N:15]([CH3:17])[CH:16]=3)[C:6]=2[N:7]=1. The yield is 0.450. (5) The reactants are [CH3:1][O:2][C:3]([C:5]1[C:13]2[NH:12][C:11]([NH2:14])=[N:10][C:9]=2[CH:8]=[CH:7][CH:6]=1)=[O:4].[N+:15]([O-])([O-:17])=[O:16].[K+].N. The catalyst is OS(O)(=O)=O. The product is [CH3:1][O:2][C:3]([C:5]1[C:13]2[N:12]=[C:11]([NH2:14])[NH:10][C:9]=2[CH:8]=[C:7]([N+:15]([O-:17])=[O:16])[CH:6]=1)=[O:4]. The yield is 0.700.